Dataset: Forward reaction prediction with 1.9M reactions from USPTO patents (1976-2016). Task: Predict the product of the given reaction. (1) Given the reactants [F:1][C:2]1[CH:16]=[CH:15][CH:14]=[C:13]([CH2:17][CH:18]=[CH:19][C:20]2[CH:25]=[CH:24][CH:23]=[CH:22][CH:21]=2)[C:3]=1[CH2:4][NH:5]C(=O)OC(C)(C)C.C(=O)(O)[O-].[Na+], predict the reaction product. The product is: [F:1][C:2]1[CH:16]=[CH:15][CH:14]=[C:13]([CH2:17][CH:18]=[CH:19][C:20]2[CH:25]=[CH:24][CH:23]=[CH:22][CH:21]=2)[C:3]=1[CH2:4][NH2:5]. (2) Given the reactants [Br:1][C:2]1[N:7]2[CH:8]=[CH:9][N:10]=[C:6]2[C:5]([NH:11][C:12]2[S:13][C:14]([CH2:17][O:18][Si](C(C)(C)C)(C)C)=[CH:15][N:16]=2)=[N:4][CH:3]=1.CCCC[N+](CCCC)(CCCC)CCCC.[F-], predict the reaction product. The product is: [Br:1][C:2]1[N:7]2[CH:8]=[CH:9][N:10]=[C:6]2[C:5]([NH:11][C:12]2[S:13][C:14]([CH2:17][OH:18])=[CH:15][N:16]=2)=[N:4][CH:3]=1. (3) Given the reactants [C:1]([OH:6])(=[O:5])[CH:2](C)[OH:3].[C:1]([OH:6])(=[O:5])[CH2:2][OH:3].[C:12]([OH:17])(=[O:16])[CH:13]([CH3:15])[OH:14], predict the reaction product. The product is: [C:1]([OH:6])(=[O:5])[CH2:2][OH:3].[CH3:15][C@H:13]([OH:14])[C:12]([OH:17])=[O:16]. (4) Given the reactants [NH2:1][C:2]1[CH:3]=[C:4]2[C:8](=[CH:9][CH:10]=1)[N:7]([C:11](=[O:20])[CH2:12][N:13]1[CH2:18][CH2:17][N:16]([CH3:19])[CH2:15][CH2:14]1)[CH:6]=[CH:5]2.C[C:22]1[CH:30]=[C:29]([C:31]([O:33][CH3:34])=[O:32])[CH:28]=[C:27]2[C:23]=1/[C:24](=[C:39](/OC)\[C:40]1[CH:45]=[CH:44][CH:43]=[CH:42][CH:41]=1)/[C:25](=[O:38])[N:26]2[C:35](=O)C.[OH-].[K+], predict the reaction product. The product is: [CH3:35][N:26]1[C:27]2[C:23](=[CH:22][CH:30]=[C:29]([C:31]([O:33][CH3:34])=[O:32])[CH:28]=2)/[C:24](=[C:39](/[NH:1][C:2]2[CH:3]=[C:4]3[C:8](=[CH:9][CH:10]=2)[N:7]([C:11](=[O:20])[CH2:12][N:13]2[CH2:18][CH2:17][N:16]([CH3:19])[CH2:15][CH2:14]2)[CH:6]=[CH:5]3)\[C:40]2[CH:45]=[CH:44][CH:43]=[CH:42][CH:41]=2)/[C:25]1=[O:38]. (5) Given the reactants C(Cl)(=O)C(Cl)=O.CS(C)=O.[OH:11][C@H:12]1[CH2:16][N:15]([C:17]([O:19][C:20]([CH3:23])([CH3:22])[CH3:21])=[O:18])[C@H:14]([CH:24]([CH3:26])[CH3:25])[CH2:13]1.C(N(CC)CC)C, predict the reaction product. The product is: [O:11]=[C:12]1[CH2:16][N:15]([C:17]([O:19][C:20]([CH3:22])([CH3:21])[CH3:23])=[O:18])[C@H:14]([CH:24]([CH3:26])[CH3:25])[CH2:13]1. (6) Given the reactants [CH3:1][C:2]1([CH3:10])[O:7][C:6](=[O:8])[CH2:5][C:4](=[O:9])[O:3]1.[CH3:11][S:12]([C:15]1[CH:21]=[CH:20][C:18]([NH2:19])=[CH:17][CH:16]=1)(=[O:14])=[O:13].[CH:22](OC)(OC)OC, predict the reaction product. The product is: [CH3:1][C:2]1([CH3:10])[O:7][C:6](=[O:8])[C:5](=[CH:22][NH:19][C:18]2[CH:20]=[CH:21][C:15]([S:12]([CH3:11])(=[O:13])=[O:14])=[CH:16][CH:17]=2)[C:4](=[O:9])[O:3]1. (7) Given the reactants [CH2:1]([O:3][C:4]1[CH:5]=[C:6]2[C:11](=[CH:12][CH:13]=1)[C:10]([NH2:14])=[CH:9][CH:8]=[CH:7]2)[CH3:2].N.[Li].CO, predict the reaction product. The product is: [CH2:1]([O:3][C:4]1[CH2:5][C:6]2[CH:7]=[CH:8][CH:9]=[C:10]([NH2:14])[C:11]=2[CH2:12][CH:13]=1)[CH3:2]. (8) Given the reactants [CH3:1][CH:2]1[CH:6]([CH3:7])[CH2:5][CH2:4][NH:3]1.Cl.[Cl:9][C:10]1[CH:15]=[CH:14][C:13]([NH:16]N)=[CH:12][CH:11]=1.[CH3:18][N:19]1[CH2:24][CH2:23][C:22](=O)[CH2:21][CH2:20]1.[CH2:26](N(CC)CC)[CH3:27], predict the reaction product. The product is: [Cl:9][C:10]1[CH:15]=[CH:14][C:13]2[N:16]([CH2:26][CH2:27][N:3]3[CH2:4][CH2:5][CH:6]([CH3:7])[CH:2]3[CH3:1])[C:22]3[CH2:21][CH2:20][N:19]([CH3:18])[CH2:24][C:23]=3[C:12]=2[CH:11]=1.